This data is from Forward reaction prediction with 1.9M reactions from USPTO patents (1976-2016). The task is: Predict the product of the given reaction. (1) Given the reactants N[C@H](C1N(C2C=CC=CC=2)C(=O)C2C(C=1)=CC=CC=2C)C.ClC1N=CN=C2C=1N=CN2C1CCCCO1.CCN(C(C)C)C(C)C.[CH3:47][C:48]1[CH:49]=[CH:50][CH:51]=[C:52]2[C:57]=1[C:56](=[O:58])[N:55]([C:59]1[CH:64]=[CH:63][CH:62]=[CH:61][CH:60]=1)[C:54]([C@@H:65]([NH:67][C:68]1[N:76]=[CH:75][N:74]=[C:73]3[C:69]=1[N:70]=[CH:71][N:72]3[CH:77]1[CH2:82][CH2:81][CH2:80][CH2:79][O:78]1)[CH3:66])=[CH:53]2, predict the reaction product. The product is: [N:76]1[C:68]([NH:67][C@H:65]([C:54]2[N:55]([C:59]3[CH:64]=[CH:63][CH:62]=[CH:61][CH:60]=3)[C:56](=[O:58])[C:57]3[C:52]([CH:53]=2)=[CH:51][CH:50]=[CH:49][C:48]=3[CH3:47])[CH3:66])=[C:69]2[C:73]([NH:72][CH:71]=[N:70]2)=[N:74][CH:75]=1.[CH3:47][C:48]1[CH:49]=[CH:50][CH:51]=[C:52]2[C:57]=1[C:56](=[O:58])[N:55]([C:59]1[CH:60]=[CH:61][CH:62]=[CH:63][CH:64]=1)[C:54]([C@@H:65]([NH:67][C:68]1[N:76]=[CH:75][N:74]=[C:73]3[C:69]=1[N:70]=[CH:71][N:72]3[CH:77]1[CH2:82][CH2:81][CH2:80][CH2:79][O:78]1)[CH3:66])=[CH:53]2. (2) Given the reactants ClC1C=CC=CC=1.[F:8][C:9]1[CH:14]=[C:13]([N+:15]([O-:17])=[O:16])[CH:12]=[CH:11][C:10]=1[OH:18].Cl[C:20]1[C:29]2[C:24](=[CH:25][C:26]([O:32][CH2:33][CH2:34][CH2:35][N:36]3[CH2:40][CH2:39][CH2:38][CH2:37]3)=[C:27]([O:30][CH3:31])[CH:28]=2)[NH:23][C:22](=[O:41])[CH:21]=1, predict the reaction product. The product is: [F:8][C:9]1[CH:14]=[C:13]([N+:15]([O-:17])=[O:16])[CH:12]=[CH:11][C:10]=1[O:18][C:20]1[C:29]2[C:24](=[CH:25][C:26]([O:32][CH2:33][CH2:34][CH2:35][N:36]3[CH2:37][CH2:38][CH2:39][CH2:40]3)=[C:27]([O:30][CH3:31])[CH:28]=2)[NH:23][C:22](=[O:41])[CH:21]=1. (3) The product is: [CH3:22][O:21][C:13]1[CH:12]=[C:11]([C:10]2[N:2]=[C:1]([OH:26])[C:3]3[C:4](=[CH:5][CH:6]=[CH:7][CH:8]=3)[N:9]=2)[CH:16]=[C:15]([O:17][CH3:18])[C:14]=1[O:19][CH3:20]. Given the reactants [C:1]([C:3]1[CH:8]=[CH:7][CH:6]=[CH:5][C:4]=1[NH:9][C:10](=O)[C:11]1[CH:16]=[C:15]([O:17][CH3:18])[C:14]([O:19][CH3:20])=[C:13]([O:21][CH3:22])[CH:12]=1)#[N:2].C([OH:26])C, predict the reaction product. (4) Given the reactants [C:1]1([S:7]([C:10]2[C:18]3[C:13](=[N:14][CH:15]=[CH:16][CH:17]=3)[NH:12][CH:11]=2)(=[O:9])=[O:8])[CH:6]=[CH:5][CH:4]=[CH:3][CH:2]=1.[H-].[Na+].[ClH:21].[CH3:22][N:23]([CH3:27])[CH2:24][CH2:25][Cl:26], predict the reaction product. The product is: [ClH:26].[ClH:21].[CH3:22][N:23]([CH3:27])[CH2:24][CH2:25][N:12]1[C:13]2=[N:14][CH:15]=[CH:16][CH:17]=[C:18]2[C:10]([S:7]([C:1]2[CH:2]=[CH:3][CH:4]=[CH:5][CH:6]=2)(=[O:8])=[O:9])=[CH:11]1. (5) Given the reactants C(OC([N:8]1[CH2:13][CH2:12][N:11]([C:14]2[CH:19]=[CH:18][CH:17]=[CH:16][C:15]=2[CH2:20][NH:21][C:22]([C:24]2[CH:25]=[N:26][C:27]3[N:28]([N:30]=[CH:31][C:32]=3[C:33]3[CH:38]=[CH:37][CH:36]=[C:35]([Cl:39])[CH:34]=3)[CH:29]=2)=[O:23])[CH2:10][CH2:9]1)=O)(C)(C)C.FC(F)(F)C(O)=O.[OH-].[Na+], predict the reaction product. The product is: [N:11]1([C:14]2[CH:19]=[CH:18][CH:17]=[CH:16][C:15]=2[CH2:20][NH:21][C:22]([C:24]2[CH:25]=[N:26][C:27]3[N:28]([N:30]=[CH:31][C:32]=3[C:33]3[CH:38]=[CH:37][CH:36]=[C:35]([Cl:39])[CH:34]=3)[CH:29]=2)=[O:23])[CH2:12][CH2:13][NH:8][CH2:9][CH2:10]1. (6) Given the reactants [N+:1]([C:4]1[CH:12]=[CH:11][C:7]([C:8](Cl)=[O:9])=[CH:6][CH:5]=1)([O-:3])=[O:2].[NH2:13][C:14]([CH3:30])([CH2:17][N:18]1[CH:26]=[C:25]2[C:20]([C:21]([Cl:29])=[C:22]([Cl:28])[CH:23]=[C:24]2[Cl:27])=[N:19]1)[C:15]#[N:16], predict the reaction product. The product is: [C:15]([C:14]([NH:13][C:8](=[O:9])[C:7]1[CH:11]=[CH:12][C:4]([N+:1]([O-:3])=[O:2])=[CH:5][CH:6]=1)([CH3:30])[CH2:17][N:18]1[CH:26]=[C:25]2[C:20]([C:21]([Cl:29])=[C:22]([Cl:28])[CH:23]=[C:24]2[Cl:27])=[N:19]1)#[N:16].